From a dataset of Forward reaction prediction with 1.9M reactions from USPTO patents (1976-2016). Predict the product of the given reaction. Given the reactants [H-].[Na+].[CH2:3]([OH:5])[CH3:4].[C:6]1(=[O:13])C[CH2:11][CH2:10][CH2:9][CH2:8][CH2:7]1.C(OCC)=O, predict the reaction product. The product is: [OH:5]/[CH:3]=[C:4]1\[C:6](=[O:13])[CH2:7][CH2:8][CH2:9][CH2:10][CH2:11]\1.